From a dataset of Reaction yield outcomes from USPTO patents with 853,638 reactions. Predict the reaction yield, written as a fraction of the theoretical maximum amount of product (1.0 means a 100% yield; for example, 0.34 means a 34% yield). (1) The reactants are [OH:1][N:2]=[C:3]([C:5]1[C:9]([NH:10][CH2:11][CH2:12][NH:13][S:14]([CH3:17])(=[O:16])=[O:15])=[N:8][O:7][N:6]=1)[NH2:4].Cl.N([O-])=O.[Na+].[F:23][C:24]1[CH:30]=[CH:29][C:27](N)=[CH:26][C:25]=1[CH3:31]. The catalyst is O1CCOCC1.O.C(O)C. The product is [F:23][C:24]1[CH:30]=[CH:29][C:27]([NH:4][C:3]([C:5]2[C:9]([NH:10][CH2:11][CH2:12][NH:13][S:14]([CH3:17])(=[O:16])=[O:15])=[N:8][O:7][N:6]=2)=[N:2][OH:1])=[CH:26][C:25]=1[CH3:31]. The yield is 0.270. (2) The reactants are [NH2:1][C:2]1[CH:3]=[N:4][C:5]2[C:10]([CH:11]=1)=[CH:9][CH:8]=[CH:7][CH:6]=2.[N:12]([O-])=O.[Na+].F[B-](F)(F)F.[H+]. The catalyst is Cl.O. The product is [N+:1](=[C:2]1[CH:11]=[C:10]2[C:5]([CH:6]=[CH:7][CH:8]=[CH:9]2)=[N:4][CH2:3]1)=[N-:12]. The yield is 0.900. (3) The reactants are [OH:1][C:2]1[C:11]2[C:10](=[O:12])[O:9][C:8]([CH3:14])([CH3:13])[O:7][C:6]=2[CH:5]=[CH:4][CH:3]=1.C(=O)([O-])[O-].[K+].[K+].[CH2:21](Br)[C:22]1[CH:27]=[CH:26][CH:25]=[CH:24][CH:23]=1. The catalyst is CN(C)C=O. The product is [CH2:21]([O:1][C:2]1[C:11]2[C:10](=[O:12])[O:9][C:8]([CH3:14])([CH3:13])[O:7][C:6]=2[CH:5]=[CH:4][CH:3]=1)[C:22]1[CH:27]=[CH:26][CH:25]=[CH:24][CH:23]=1. The yield is 1.00.